This data is from Full USPTO retrosynthesis dataset with 1.9M reactions from patents (1976-2016). The task is: Predict the reactants needed to synthesize the given product. (1) Given the product [CH2:1]([O:5][C:6]([N:8]1[CH2:12][C@@H:11]([OH:13])[C@H:10]2[O:14][CH2:15][C:16]([O:17][CH3:18])([O:19][CH3:20])[C@@H:9]12)=[O:7])[C:4]1[CH:27]=[CH:26][CH:25]=[CH:24][CH:23]=1, predict the reactants needed to synthesize it. The reactants are: [C:1]([O:5][C:6]([N:8]1[CH2:12][C@@H:11]([OH:13])[C@H:10]2[O:14][CH2:15][C:16]([O:19][CH3:20])([O:17][CH3:18])[C@@H:9]12)=[O:7])([CH3:4])(C)C.Cl.N1[CH:27]=[CH:26][CH:25]=[CH:24][CH:23]=1.C(Cl)(OCC1C=CC=CC=1)=O. (2) Given the product [NH:2]1[C:10]2[C:5](=[CH:6][CH:7]=[CH:8][CH:9]=2)[C:4]([CH2:15][CH2:14][CH2:13][CH2:12][C:11]([OH:17])=[O:16])=[CH:3]1, predict the reactants needed to synthesize it. The reactants are: O.[NH:2]1[C:10]2[C:5](=[CH:6][CH:7]=[CH:8][CH:9]=2)[CH:4]=[CH:3]1.[C:11]1(=[O:17])[O:16][CH2:15][CH2:14][CH2:13][CH2:12]1.[OH-].[K+]. (3) Given the product [ClH:19].[ClH:19].[CH3:32][N:27]1[C:26]2[CH:33]=[C:22]([CH2:21][CH2:20][N:4]3[CH2:5][CH2:6][CH2:7][N:1]([C:8]4[CH:17]=[CH:16][CH:15]=[C:14]5[C:9]=4[CH:10]=[CH:11][C:12]([CH3:18])=[N:13]5)[CH2:2][CH2:3]3)[CH:23]=[CH:24][C:25]=2[O:30][CH2:29][C:28]1=[O:31], predict the reactants needed to synthesize it. The reactants are: [N:1]1([C:8]2[CH:17]=[CH:16][CH:15]=[C:14]3[C:9]=2[CH:10]=[CH:11][C:12]([CH3:18])=[N:13]3)[CH2:7][CH2:6][CH2:5][NH:4][CH2:3][CH2:2]1.[Cl:19][CH2:20][CH2:21][C:22]1[CH:23]=[CH:24][C:25]2[O:30][CH2:29][C:28](=[O:31])[N:27]([CH3:32])[C:26]=2[CH:33]=1. (4) Given the product [Br:1][C:16]1[C:15]2[CH:38]=[CH:39][CH:40]=[CH:41][C:14]=2[S:13][C:17]=1[N:18]([CH2:34][CH2:35][CH2:36][CH3:37])[S:19]([C:22]1[CH:27]=[CH:26][C:25]([C:28]2[NH:32][C:31](=[S:33])[O:30][N:29]=2)=[CH:24][CH:23]=1)(=[O:21])=[O:20], predict the reactants needed to synthesize it. The reactants are: [Br:1]N1C(=O)CCC1=O.ClC(Cl)C.[S:13]1[C:17]([N:18]([CH2:34][CH2:35][CH2:36][CH3:37])[S:19]([C:22]2[CH:27]=[CH:26][C:25]([C:28]3[NH:32][C:31](=[S:33])[O:30][N:29]=3)=[CH:24][CH:23]=2)(=[O:21])=[O:20])=[CH:16][C:15]2[CH:38]=[CH:39][CH:40]=[CH:41][C:14]1=2. (5) The reactants are: [O-]CC.[Na+].[NH2:5][C:6]([NH2:8])=[S:7].[CH:9]([C:21](OCC)=[O:22])([C:16](OCC)=[O:17])[CH2:10][C:11]([O:13][CH2:14][CH3:15])=[O:12]. Given the product [OH:22][C:21]1[C:9]([CH2:10][C:11]([O:13][CH2:14][CH3:15])=[O:12])=[C:16]([OH:17])[N:8]=[C:6]([SH:7])[N:5]=1, predict the reactants needed to synthesize it. (6) Given the product [Br:1][CH2:2][CH2:3][CH2:4][CH2:5][C:6]([CH3:21])([C:15]1[CH:16]=[CH:17][C:18]([CH3:23])=[CH:19][CH:20]=1)[CH2:7][O:8][CH:9]1[CH2:14][CH2:13][CH2:12][CH2:11][O:10]1, predict the reactants needed to synthesize it. The reactants are: [Br:1][CH2:2][CH2:3][CH2:4][CH2:5][C:6]([CH3:21])([C:15]1[CH:20]=[CH:19][CH:18]=[CH:17][CH:16]=1)[CH2:7][O:8][CH:9]1[CH2:14][CH2:13][CH2:12][CH2:11][O:10]1.O1C=CCC[CH2:23]1.O.C1(C)C=CC(S(O)(=O)=O)=CC=1.